Dataset: Full USPTO retrosynthesis dataset with 1.9M reactions from patents (1976-2016). Task: Predict the reactants needed to synthesize the given product. (1) Given the product [ClH:21].[NH:8]1[CH2:12][CH2:11][CH2:10][C@H:9]1[C:13]1([N:16]2[CH2:20][CH2:19][CH2:18][CH2:17]2)[CH2:14][CH2:15]1, predict the reactants needed to synthesize it. The reactants are: C1(C[N:8]2[CH2:12][CH2:11][CH2:10][C@H:9]2[C:13]2([N:16]3[CH2:20][CH2:19][CH2:18][CH2:17]3)[CH2:15][CH2:14]2)C=CC=CC=1.[ClH:21]. (2) Given the product [C:41]([O:20][CH2:19][C:18]1[CH:23]=[C:24]([CH:25]2[CH2:26][CH2:27]2)[C:15]([N:12]2[CH2:11][CH2:10][CH:9]([O:8][Si:1]([C:4]([CH3:6])([CH3:7])[CH3:5])([CH3:3])[CH3:2])[CH2:14][CH2:13]2)=[CH:16][C:17]=1[O:28][CH3:29])(=[O:42])[CH3:40], predict the reactants needed to synthesize it. The reactants are: [Si:1]([O:8][CH:9]1[CH2:14][CH2:13][N:12]([C:15]2[C:24]([CH:25]3[CH2:27][CH2:26]3)=[CH:23][C:18]([C:19](OC)=[O:20])=[C:17]([O:28][CH3:29])[CH:16]=2)[CH2:11][CH2:10]1)([C:4]([CH3:7])([CH3:6])[CH3:5])([CH3:3])[CH3:2].[H-].[Al+3].[Li+].[H-].[H-].[H-].O.[OH-].[Na+].C1C[O:42][CH2:41][CH2:40]1. (3) Given the product [F-:33].[F-:33].[CH2:17]([C:12]1([Zr+2:11][C:6]2([CH2:3][CH2:4][CH3:5])[CH:10]=[CH:9][CH:8]=[CH:7]2)[CH:16]=[CH:15][CH:14]=[CH:13]1)[CH2:18][CH3:19], predict the reactants needed to synthesize it. The reactants are: [Cl-].[Cl-].[CH2:3]([C:6]1([Zr+2:11][C:12]2([CH2:17][CH2:18][CH3:19])[CH:16]=[CH:15][CH:14]=[CH:13]2)[CH:10]=[CH:9][CH:8]=[CH:7]1)[CH2:4][CH3:5].C([Sn]([F:33])(CCCC)CCCC)CCC.CCCCC. (4) Given the product [OH:13][CH2:14][C@@H:15]1[O:19][C:18]([C:20]2[NH:24][C:23]([C:25]3[CH:26]=[C:27]([CH:28]=[C:29]([O:31][C@@H:32]([CH3:36])[CH2:33][O:34][CH3:35])[CH:30]=3)[O:37][C:2]3[N:3]=[CH:4][C:5]([S:8]([NH:11][CH3:12])(=[O:10])=[O:9])=[N:6][CH:7]=3)=[CH:22][CH:21]=2)=[N:17][CH2:16]1, predict the reactants needed to synthesize it. The reactants are: Br[C:2]1[N:3]=[CH:4][C:5]([S:8]([NH:11][CH3:12])(=[O:10])=[O:9])=[N:6][CH:7]=1.[OH:13][CH2:14][C@@H:15]1[O:19][C:18]([C:20]2[NH:24][C:23]([C:25]3[CH:26]=[C:27]([OH:37])[CH:28]=[C:29]([O:31][C@@H:32]([CH3:36])[CH2:33][O:34][CH3:35])[CH:30]=3)=[CH:22][CH:21]=2)=[N:17][CH2:16]1.C(=O)([O-])[O-].[K+].[K+].O.